This data is from HIV replication inhibition screening data with 41,000+ compounds from the AIDS Antiviral Screen. The task is: Binary Classification. Given a drug SMILES string, predict its activity (active/inactive) in a high-throughput screening assay against a specified biological target. (1) The compound is CCC1(OC(=O)CCC(=O)O)C(=O)OCc2c1cc1n(c2=O)Cc2cc3ccccc3nc2-1.[NaH]. The result is 0 (inactive). (2) The compound is COc1ccc(C=CC(=O)C=Cc2ccc(OC)cc2)cc1. The result is 0 (inactive).